From a dataset of Full USPTO retrosynthesis dataset with 1.9M reactions from patents (1976-2016). Predict the reactants needed to synthesize the given product. (1) Given the product [CH:25]1([C:9]2[N:5]3[CH:6]=[CH:7][N:8]=[C:3]([NH2:1])[C:4]3=[C:11]([C:12]3[CH:17]=[CH:16][C:15]([O:18][C:19]4[CH:24]=[CH:23][CH:22]=[CH:21][CH:20]=4)=[CH:14][CH:13]=3)[N:10]=2)[CH2:27][CH2:26]1, predict the reactants needed to synthesize it. The reactants are: [NH3:1].Cl[C:3]1[C:4]2[N:5]([C:9]([CH:25]3[CH2:27][CH2:26]3)=[N:10][C:11]=2[C:12]2[CH:17]=[CH:16][C:15]([O:18][C:19]3[CH:24]=[CH:23][CH:22]=[CH:21][CH:20]=3)=[CH:14][CH:13]=2)[CH:6]=[CH:7][N:8]=1. (2) Given the product [Cl:18][C:19]1[CH:24]=[CH:23][C:22]([S:25][C:2]2[N:7]=[C:6]([C:8]3[N:17]=[CH:16][C:15]4[C:10](=[CH:11][CH:12]=[CH:13][CH:14]=4)[N:9]=3)[CH:5]=[CH:4][CH:3]=2)=[CH:21][CH:20]=1, predict the reactants needed to synthesize it. The reactants are: Br[C:2]1[N:7]=[C:6]([C:8]2[N:17]=[CH:16][C:15]3[C:10](=[CH:11][CH:12]=[CH:13][CH:14]=3)[N:9]=2)[CH:5]=[CH:4][CH:3]=1.[Cl:18][C:19]1[CH:24]=[CH:23][C:22]([SH:25])=[CH:21][CH:20]=1.CN(C)C=O.C(=O)([O-])[O-].[K+].[K+]. (3) Given the product [S:12]([O:8][C:5]1([CH2:4][CH:3]([O:9][CH3:10])[O:2][CH3:1])[CH2:7][CH2:6]1)(=[O:14])(=[O:13])[CH3:11], predict the reactants needed to synthesize it. The reactants are: [CH3:1][O:2][CH:3]([O:9][CH3:10])[CH2:4][C:5]1([OH:8])[CH2:7][CH2:6]1.[CH3:11][S:12](Cl)(=[O:14])=[O:13].